This data is from Experimentally validated miRNA-target interactions with 360,000+ pairs, plus equal number of negative samples. The task is: Binary Classification. Given a miRNA mature sequence and a target amino acid sequence, predict their likelihood of interaction. (1) The miRNA is hsa-miR-6735-3p with sequence AGGCCUGUGGCUCCUCCCUCAG. The protein sequence of the target gene is MEPHLLGLLLGLLLSGTRVLAGYPIWWSLALGQQYTSLASQPLLCGSIPGLVPKQLRFCRNYIEIMPSVAEGVKLGIQECQHQFRGRRWNCTTIDDSLAIFGPVLDKATRESAFVHAIASAGVAFAVTRSCAEGTSTICGCDSHHKGPPGEGWKWGGCSEDADFGVLVSREFADARENRPDARSAMNKHNNEAGRTTILDHMHLKCKCHGLSGSCEVKTCWWAQPDFRAIGDFLKDKYDSASEMVVEKHRESRGWVETLRAKYALFKPPTERDLVYYENSPNFCEPNPETGSFGTRDRTC.... Result: 0 (no interaction). (2) The miRNA is mmu-miR-7007-3p with sequence CCCAUCCACGUUUCUUCU. The protein sequence of the target gene is MSKTGTKITFYEDKNFQGRRYDCDCDCADFHTYLSRCNSIKVEGGTWAVYERPNFAGYMYILPQGEYPEYQRWMGLNDRLSSCRAVHLPSGGQYKIQIFEKGDFSGQMYETTEDCPSIMEQFHMREIHSCKVLEGVWIFYELPNYRGRQYLLDKKEYRKPIDWGAASPAVQSFRRIVE. Result: 0 (no interaction). (3) The miRNA is hsa-miR-548c-5p with sequence AAAAGUAAUUGCGGUUUUUGCC. The protein sequence of the target gene is MEKGGNIQLEIPDFSNSVLSHLNQLRMQGRLCDIVVNVQGQAFRAHKVVLAASSPYFRDHMSLNEMSTVSISVIKNPTVFEQLLSFCYTGRICLQLADIISYLTAASFLQMQHIIDKCTQILEGIHFKINVAEVEAELSQTRTKHQERPPESHRVTPNLNRSLSPRHNTPKGNRRGQVSAVLDIRELSPPEESTSPQIIEPSSDVESREPILRINRAGQWYVETGVADRGGRSDDEVRVLGAVHIKTENLEEWLGPENQPSGEDGSSAEEVTAMVIDTTGHGSVGQENYTLGSSGAKVAR.... Result: 1 (interaction). (4) The miRNA is hsa-miR-7-1-3p with sequence CAACAAAUCACAGUCUGCCAUA. The protein sequence of the target gene is MERSPFLLACILLPLVRGHSLFTCEPITVPRCMKMTYNMTFFPNLMGHYDQGIAAVEMGHFLHLANLECSPNIEMFLCQAFIPTCTEQIHVVLPCRKLCEKIVSDCKKLMDTFGIRWPEELECNRLPHCDDTVPVTSHPHTELSGPQKKSDQVPRDIGFWCPKHLRTSGDQGYRFLGIEQCAPPCPNMYFKSDELDFAKSFIGIVSIFCLCATLFTFLTFLIDVRRFRYPERPIIYYSVCYSIVSLMYFVGFLLGNSTACNKADEKLELGDTVVLGSKNKACSVVFMFLYFFTMAGTVWW.... Result: 0 (no interaction). (5) The miRNA is hsa-miR-3190-5p with sequence UCUGGCCAGCUACGUCCCCA. The protein sequence of the target gene is MAPQKDRKPKRSTWRFNLDLTHPVEDGIFDSGNFEQFLREKVKVNGKTGNLGNVVHIERFKNKITVVSEKQFSKRYLKYLTKKYLKKNNLRDWLRVVASDKETYELRYFQISQDEDESESED. Result: 1 (interaction).